From a dataset of Full USPTO retrosynthesis dataset with 1.9M reactions from patents (1976-2016). Predict the reactants needed to synthesize the given product. (1) Given the product [C:1]([C:3]1[C:8](=[O:9])[N:7]([C:10]2[CH:15]=[CH:14][C:13]([C@H:16]3[CH2:21][CH2:20][C@H:19]([CH2:22][C:23]([O:25][CH3:26])=[O:24])[CH2:18][CH2:17]3)=[CH:12][CH:11]=2)[CH2:6][CH2:5][C:4]=1[NH:31][C:30]#[N:29])#[N:2], predict the reactants needed to synthesize it. The reactants are: [C:1]([C:3]1[C:8](=[O:9])[N:7]([C:10]2[CH:15]=[CH:14][C:13]([C@H:16]3[CH2:21][CH2:20][C@H:19]([CH2:22][C:23]([O:25][CH3:26])=[O:24])[CH2:18][CH2:17]3)=[CH:12][CH:11]=2)[CH2:6][CH2:5][C:4]=1OC)#[N:2].[N:29]#[C:30][NH2:31].C[O-].[Na+].Cl. (2) Given the product [CH3:7][C@@:3]12[C:4](=[O:6])[CH2:11][C@@H:10]1[CH2:9][CH:8]=[CH:2]2, predict the reactants needed to synthesize it. The reactants are: O[CH:2]([CH2:8][CH2:9][CH:10]=[CH2:11])[CH:3]([CH3:7])[C:4]([OH:6])=O.C([O-])(=O)C.[K+].C(OC(=O)C)(=O)C. (3) Given the product [CH3:1][N:2]([CH2:4][CH:5]([C:13]1([OH:19])[CH2:18][CH2:17][CH2:16][CH2:15][CH2:14]1)[C:6]1[CH:11]=[CH:10][C:9]([OH:12])=[CH:8][CH:7]=1)[CH3:3].[CH:21](/[C:20]([OH:27])=[O:26])=[CH:22]\[C:23]([OH:25])=[O:24], predict the reactants needed to synthesize it. The reactants are: [CH3:1][N:2]([CH2:4][CH:5]([C:13]1([OH:19])[CH2:18][CH2:17][CH2:16][CH2:15][CH2:14]1)[C:6]1[CH:7]=[CH:8][C:9]([OH:12])=[CH:10][CH:11]=1)[CH3:3].[C:20]([OH:27])(=[O:26])/[CH:21]=[CH:22]/[C:23]([OH:25])=[O:24].C(O)(C)C. (4) Given the product [F:20][C:17]1[CH:18]=[CH:19][C:14]([NH:1][C:2]2[S:6][C:5]3[CH:7]=[CH:8][CH:9]=[CH:10][C:4]=3[C:3]=2[C:11]#[N:12])=[C:15]([N+:21]([O-:23])=[O:22])[CH:16]=1, predict the reactants needed to synthesize it. The reactants are: [NH2:1][C:2]1[S:6][C:5]2[CH:7]=[CH:8][CH:9]=[CH:10][C:4]=2[C:3]=1[C:11]#[N:12].F[C:14]1[CH:19]=[CH:18][C:17]([F:20])=[CH:16][C:15]=1[N+:21]([O-:23])=[O:22]. (5) Given the product [ClH:32].[CH:1]([C:3]1[C:4]([O:9][C@H:10]2[CH2:14][NH:13][C@H:12]([C:22]([O:24][CH3:25])=[O:23])[CH2:11]2)=[N:5][CH:6]=[CH:7][CH:8]=1)=[CH2:2], predict the reactants needed to synthesize it. The reactants are: [CH:1]([C:3]1[C:4]([O:9][C@H:10]2[CH2:14][N:13](C(OC(C)(C)C)=O)[C@H:12]([C:22]([O:24][CH3:25])=[O:23])[CH2:11]2)=[N:5][CH:6]=[CH:7][CH:8]=1)=[CH2:2].O1CCOCC1.[ClH:32]. (6) Given the product [Cl:13][C:14]1[CH:15]=[CH:16][C:17]2[N:18]([CH3:35])[C:19](=[O:34])[C:20]3[CH:30]=[C:29]([CH2:31][CH2:32][O:33][C:37]4[C:46]5[C:41](=[CH:42][CH:43]=[CH:44][CH:45]=5)[N:40]=[CH:39][CH:38]=4)[CH:28]=[N:27][C:21]=3[N:22]([CH2:25][CH3:26])[C:23]=2[N:24]=1, predict the reactants needed to synthesize it. The reactants are: N(C(OCC)=O)=NC(OCC)=O.[Cl:13][C:14]1[CH:15]=[CH:16][C:17]2[N:18]([CH3:35])[C:19](=[O:34])[C:20]3[CH:30]=[C:29]([CH2:31][CH2:32][OH:33])[CH:28]=[N:27][C:21]=3[N:22]([CH2:25][CH3:26])[C:23]=2[N:24]=1.O[C:37]1[C:46]2[C:41](=[CH:42][CH:43]=[CH:44][CH:45]=2)[N:40]=[CH:39][CH:38]=1.C1C=CC(P(C2C=CC=CC=2)C2C=CC=CC=2)=CC=1. (7) Given the product [C:1]([C:5]1[N:9]([CH2:10][CH:11]2[CH2:16][CH2:15][O:14][CH2:13][CH2:12]2)[C:8]2[CH:17]=[CH:18][C:19]([NH2:21])=[CH:20][C:7]=2[N:6]=1)([CH3:4])([CH3:2])[CH3:3], predict the reactants needed to synthesize it. The reactants are: [C:1]([C:5]1[N:9]([CH2:10][CH:11]2[CH2:16][CH2:15][O:14][CH2:13][CH2:12]2)[C:8]2[CH:17]=[CH:18][C:19]([NH:21]C(=O)C)=[CH:20][C:7]=2[N:6]=1)([CH3:4])([CH3:3])[CH3:2].Cl.